From a dataset of NCI-60 drug combinations with 297,098 pairs across 59 cell lines. Regression. Given two drug SMILES strings and cell line genomic features, predict the synergy score measuring deviation from expected non-interaction effect. (1) Drug 1: CC12CCC3C(C1CCC2=O)CC(=C)C4=CC(=O)C=CC34C. Drug 2: C#CCC(CC1=CN=C2C(=N1)C(=NC(=N2)N)N)C3=CC=C(C=C3)C(=O)NC(CCC(=O)O)C(=O)O. Cell line: LOX IMVI. Synergy scores: CSS=36.7, Synergy_ZIP=-6.57, Synergy_Bliss=-13.8, Synergy_Loewe=-31.1, Synergy_HSA=-11.8. (2) Drug 1: C1=C(C(=O)NC(=O)N1)F. Drug 2: B(C(CC(C)C)NC(=O)C(CC1=CC=CC=C1)NC(=O)C2=NC=CN=C2)(O)O. Cell line: HOP-92. Synergy scores: CSS=21.0, Synergy_ZIP=-3.47, Synergy_Bliss=-5.58, Synergy_Loewe=-2.54, Synergy_HSA=-2.54.